Predict the reactants needed to synthesize the given product. From a dataset of Full USPTO retrosynthesis dataset with 1.9M reactions from patents (1976-2016). (1) Given the product [C:32]([O:35][CH:36]([CH2:40][CH:41]=[C:42]([CH3:56])[CH2:43][CH2:44][CH2:45][C@H:46]([CH3:55])[CH2:47][O:48][CH:49]1[CH2:54][CH2:53][CH2:52][CH2:51][O:50]1)[C:37]([CH3:38])=[CH:7][C:8]1[N:9]=[C:10]([CH3:13])[S:11][CH:12]=1)(=[O:34])[CH3:33], predict the reactants needed to synthesize it. The reactants are: [Cl-].C([P+](CCCC)(CCCC)[CH2:7][C:8]1[N:9]=[C:10]([CH3:13])[S:11][CH:12]=1)CCC.[Na].C[Si](C)(C)[N-][Si](C)(C)C.[C:32]([O:35][CH:36]([CH2:40][CH:41]=[C:42]([CH3:56])[CH2:43][CH2:44][CH2:45][CH:46]([CH3:55])[CH2:47][O:48][CH:49]1[CH2:54][CH2:53][CH2:52][CH2:51][O:50]1)[C:37](=O)[CH3:38])(=[O:34])[CH3:33]. (2) Given the product [C:13]1([C:19]2[C:27]3[C:22](=[CH:23][CH:24]=[C:25]([NH:28][S:29]([CH:32]4[CH2:37][CH2:36][NH:35][CH2:34][CH2:33]4)(=[O:31])=[O:30])[CH:26]=3)[NH:21][N:20]=2)[CH:14]=[CH:15][CH:16]=[CH:17][CH:18]=1, predict the reactants needed to synthesize it. The reactants are: C(S)C.B(F)(F)F.CCOCC.[C:13]1([C:19]2[C:27]3[C:22](=[CH:23][CH:24]=[C:25]([NH:28][S:29]([CH:32]4[CH2:37][CH2:36][N:35](C(OCC5C=CC=CC=5)=O)[CH2:34][CH2:33]4)(=[O:31])=[O:30])[CH:26]=3)[NH:21][N:20]=2)[CH:18]=[CH:17][CH:16]=[CH:15][CH:14]=1. (3) Given the product [Br:20][C:13]1[CH:12]=[C:11]([C:8]([CH3:10])([CH3:9])[CH2:7][O:6][Si:5]([C:1]([CH3:4])([CH3:2])[CH3:3])([CH3:18])[CH3:19])[CH:16]=[CH:15][C:14]=1[NH2:17], predict the reactants needed to synthesize it. The reactants are: [C:1]([Si:5]([CH3:19])([CH3:18])[O:6][CH2:7][C:8]([C:11]1[CH:16]=[CH:15][C:14]([NH2:17])=[CH:13][CH:12]=1)([CH3:10])[CH3:9])([CH3:4])([CH3:3])[CH3:2].[Br:20]N1C(=O)CCC1=O.CCOC(C)=O. (4) Given the product [CH:24]([O:4][C:5]1[CH:20]=[CH:19][C:8]([CH2:9][CH2:10][NH:11][C:12](=[O:18])[O:13][C:14]([CH3:17])([CH3:15])[CH3:16])=[CH:7][C:6]=1[O:21][CH3:22])([CH3:26])[CH3:25], predict the reactants needed to synthesize it. The reactants are: C(#N)C.[OH:4][C:5]1[CH:20]=[CH:19][C:8]([CH2:9][CH2:10][NH:11][C:12](=[O:18])[O:13][C:14]([CH3:17])([CH3:16])[CH3:15])=[CH:7][C:6]=1[O:21][CH3:22].Br[CH:24]([CH3:26])[CH3:25].C(=O)([O-])[O-].[K+].[K+]. (5) Given the product [C:1]([O:5][C:6]([N:8]1[CH2:22][CH2:21][C:12]2=[C:13]([C:38]3[CH2:43][CH2:42][N:41]([C:44]([O:46][C:47]([CH3:50])([CH3:49])[CH3:48])=[O:45])[CH2:40][CH:39]=3)[N:14]3[C:18]([N:19]=[C:11]2[CH2:10][CH2:9]1)=[CH:17][CH:16]=[N:15]3)=[O:7])([CH3:4])([CH3:3])[CH3:2], predict the reactants needed to synthesize it. The reactants are: [C:1]([O:5][C:6]([N:8]1[CH2:22][CH2:21][C:12]2=[C:13](Cl)[N:14]3[C:18]([N:19]=[C:11]2[CH2:10][CH2:9]1)=[CH:17][CH:16]=[N:15]3)=[O:7])([CH3:4])([CH3:3])[CH3:2].O1CCOCC1.B1([C:38]2[CH2:43][CH2:42][N:41]([C:44]([O:46][C:47]([CH3:50])([CH3:49])[CH3:48])=[O:45])[CH2:40][CH:39]=2)OC(C)(C)C(C)(C)O1.C([O-])([O-])=O.[Na+].[Na+].